From a dataset of NCI-60 drug combinations with 297,098 pairs across 59 cell lines. Regression. Given two drug SMILES strings and cell line genomic features, predict the synergy score measuring deviation from expected non-interaction effect. (1) Drug 1: C1CCN(CC1)CCOC2=CC=C(C=C2)C(=O)C3=C(SC4=C3C=CC(=C4)O)C5=CC=C(C=C5)O. Drug 2: C(=O)(N)NO. Cell line: SF-268. Synergy scores: CSS=7.94, Synergy_ZIP=1.06, Synergy_Bliss=6.24, Synergy_Loewe=-0.333, Synergy_HSA=0.664. (2) Drug 1: CCCCCOC(=O)NC1=NC(=O)N(C=C1F)C2C(C(C(O2)C)O)O. Synergy scores: CSS=36.4, Synergy_ZIP=-0.376, Synergy_Bliss=2.29, Synergy_Loewe=-5.38, Synergy_HSA=3.85. Drug 2: C1CCC(C(C1)N)N.C(=O)(C(=O)[O-])[O-].[Pt+4]. Cell line: HL-60(TB).